Dataset: Peptide-MHC class I binding affinity with 185,985 pairs from IEDB/IMGT. Task: Regression. Given a peptide amino acid sequence and an MHC pseudo amino acid sequence, predict their binding affinity value. This is MHC class I binding data. (1) The peptide sequence is VYTNAIQYV. The MHC is HLA-A29:02 with pseudo-sequence HLA-A29:02. The binding affinity (normalized) is 0.213. (2) The peptide sequence is FFSPFFFSL. The MHC is HLA-B57:01 with pseudo-sequence HLA-B57:01. The binding affinity (normalized) is 0.0847. (3) The peptide sequence is MMWIPGWFG. The MHC is HLA-B15:01 with pseudo-sequence HLA-B15:01. The binding affinity (normalized) is 0.0847.